Dataset: Full USPTO retrosynthesis dataset with 1.9M reactions from patents (1976-2016). Task: Predict the reactants needed to synthesize the given product. (1) Given the product [Br:7][C:8]1[CH:9]=[C:10]([CH:11]=[CH2:1])[CH:13]=[C:14]([Br:16])[CH:15]=1, predict the reactants needed to synthesize it. The reactants are: [CH3:1]C(C)([O-])C.[K+].[Br:7][C:8]1[CH:9]=[C:10]([CH:13]=[C:14]([Br:16])[CH:15]=1)[CH:11]=O. (2) Given the product [F:29][C:30]1[CH:31]=[CH:32][C:33]([C:34]([CH:66]2[CH2:67][CH2:55][N:52]([C:53]([C:20]3[CH:24]=[CH:25][C:17]([C:15]([NH:14][CH:11]4[CH2:12][CH2:13][N:8]([CH2:7][C:6]5[CH:5]=[CH:4][C:3]([O:2][CH3:1])=[CH:27][CH:26]=5)[CH2:9][CH2:10]4)=[O:16])=[N:18][CH:19]=3)=[O:54])[CH2:51][CH2:65]2)=[O:35])=[CH:42][CH:43]=1, predict the reactants needed to synthesize it. The reactants are: [CH3:1][O:2][C:3]1[CH:27]=[CH:26][C:6]([CH2:7][N:8]2[CH2:13][CH2:12][CH:11]([NH:14][C:15]([C:17]3[CH:25]=[CH:24][C:20](C(O)=O)=[CH:19][N:18]=3)=[O:16])[CH2:10][CH2:9]2)=[CH:5][CH:4]=1.Cl.[F:29][C:30]1[CH:43]=[CH:42][C:33]([C:34](N2CCCCC2)=[O:35])=[CH:32][CH:31]=1.C(N(CC)CC)C.[CH3:51][N:52]([CH3:55])[CH:53]=[O:54].CN(C(ON1N=N[C:66]2[CH:67]=CC=N[C:65]1=2)=[N+](C)C)C.F[P-](F)(F)(F)(F)F. (3) Given the product [NH:17]1[C:25]2[C:20](=[CH:21][C:22](/[CH:26]=[C:11]3/[C:12](=[O:16])[NH:13][C:14]4[C:10]/3=[CH:9][CH:8]=[C:7]([C:3]3[CH:2]=[N:1][CH:6]=[CH:5][CH:4]=3)[CH:15]=4)=[CH:23][CH:24]=2)[CH:19]=[N:18]1, predict the reactants needed to synthesize it. The reactants are: [N:1]1[CH:6]=[CH:5][CH:4]=[C:3]([C:7]2[CH:15]=[C:14]3[C:10]([CH2:11][C:12](=[O:16])[NH:13]3)=[CH:9][CH:8]=2)[CH:2]=1.[NH:17]1[C:25]2[C:20](=[CH:21][C:22]([CH:26]=O)=[CH:23][CH:24]=2)[CH:19]=[N:18]1. (4) The reactants are: [C:1]1([CH3:28])[CH:6]=[CH:5][C:4]([C:7]2[NH:11][N:10]=[C:9]([NH:12][CH2:13][CH2:14][NH:15][C:16]3[CH:20]=[C:19]([C:21]4[CH:26]=[CH:25][C:24]([CH3:27])=[CH:23][CH:22]=4)[NH:18][N:17]=3)[CH:8]=2)=[CH:3][CH:2]=1.[ClH:29]. Given the product [ClH:29].[ClH:29].[C:1]1([CH3:28])[CH:2]=[CH:3][C:4]([C:7]2[NH:11][N:10]=[C:9]([NH:12][CH2:13][CH2:14][NH:15][C:16]3[CH:20]=[C:19]([C:21]4[CH:26]=[CH:25][C:24]([CH3:27])=[CH:23][CH:22]=4)[NH:18][N:17]=3)[CH:8]=2)=[CH:5][CH:6]=1, predict the reactants needed to synthesize it. (5) The reactants are: [CH3:1][C:2]1[N:3]=[C:4]([NH:13][C:14]2[CH:19]=[N:18][CH:17]=[CH:16][N:15]=2)[S:5][C:6]=1[C:7]1[CH:12]=[CH:11][N:10]=[CH:9][CH:8]=1.[Cl:20]C1C=C(CC(=O)C)C=CN=1. Given the product [Cl:20][C:11]1[CH:12]=[C:7]([C:6]2[S:5][C:4]([NH:13][C:14]3[CH:19]=[N:18][CH:17]=[CH:16][N:15]=3)=[N:3][C:2]=2[CH3:1])[CH:8]=[CH:9][N:10]=1, predict the reactants needed to synthesize it. (6) Given the product [F:1][C:2]1[CH:11]=[C:10]2[C:5]([CH2:6][CH2:7][CH2:8][NH:9]2)=[CH:4][CH:3]=1, predict the reactants needed to synthesize it. The reactants are: [F:1][C:2]1[CH:11]=[C:10]2[C:5]([C:6](=O)[CH2:7][CH2:8][NH:9]2)=[CH:4][CH:3]=1.[OH-].[Na+]. (7) Given the product [F:20][C:3]([F:2])([F:19])[C:4]1[CH:5]=[C:6]([CH:10]2[CH2:13][C:12]3([CH2:18][CH2:17][N:16]([C:37]([O:39][C:40]4[CH:41]=[CH:42][C:43]([N+:46]([O-:48])=[O:47])=[CH:44][CH:45]=4)=[O:38])[CH2:15][CH2:14]3)[CH2:11]2)[CH:7]=[CH:8][CH:9]=1, predict the reactants needed to synthesize it. The reactants are: Cl.[F:2][C:3]([F:20])([F:19])[C:4]1[CH:5]=[C:6]([CH:10]2[CH2:13][C:12]3([CH2:18][CH2:17][NH:16][CH2:15][CH2:14]3)[CH2:11]2)[CH:7]=[CH:8][CH:9]=1.CC1C=C(C2CC3(CCN([C:37]([O:39][C:40]4[CH:45]=[CH:44][C:43]([N+:46]([O-:48])=[O:47])=[CH:42][CH:41]=4)=[O:38])CC3)C2)C=CC=1. (8) Given the product [CH:1]([N:5]1[CH:13]=[N:12][C:11]2[C:6]1=[N:7][C:8]([Cl:15])=[N:9][C:10]=2[C:20]1[N:21]=[CH:22][C:17]([NH2:16])=[N:18][CH:19]=1)([CH2:3][CH3:4])[CH3:2], predict the reactants needed to synthesize it. The reactants are: [CH:1]([N:5]1[CH:13]=[N:12][C:11]2[C:6]1=[N:7][C:8]([Cl:15])=[N:9][C:10]=2Cl)([CH2:3][CH3:4])[CH3:2].[NH2:16][C:17]1[N:18]=[CH:19][C:20](B2OC(C)(C)C(C)(C)O2)=[N:21][CH:22]=1.ClCCl.C(=O)([O-])[O-].[Na+].[Na+]. (9) The reactants are: [OH-].[Na+].[C:3]([O:7][C:8]([N:10]([CH2:42][CH3:43])[C:11]1[CH:16]=[CH:15][CH:14]=[CH:13][C:12]=1[C:17]1[CH:26]=[CH:25][C:20]([C:21]([O:23]C)=[O:22])=[C:19]([NH:27][C:28]([C:30]2[CH:31]=[N:32][CH:33]=[C:34]([C:36]3[CH:41]=[CH:40][CH:39]=[CH:38][CH:37]=3)[CH:35]=2)=[O:29])[CH:18]=1)=[O:9])([CH3:6])([CH3:5])[CH3:4].C(O)(=O)CC(CC(O)=O)(C(O)=O)O.C(Cl)(Cl)Cl. Given the product [C:3]([O:7][C:8]([N:10]([CH2:42][CH3:43])[C:11]1[CH:16]=[CH:15][CH:14]=[CH:13][C:12]=1[C:17]1[CH:26]=[CH:25][C:20]([C:21]([OH:23])=[O:22])=[C:19]([NH:27][C:28]([C:30]2[CH:31]=[N:32][CH:33]=[C:34]([C:36]3[CH:41]=[CH:40][CH:39]=[CH:38][CH:37]=3)[CH:35]=2)=[O:29])[CH:18]=1)=[O:9])([CH3:6])([CH3:5])[CH3:4], predict the reactants needed to synthesize it. (10) Given the product [Cl:40][C:2]([Cl:1])([Cl:41])[CH2:3][O:4][C:5]([NH:7][C:8]1[C:9]([C:13]2[CH:18]=[CH:17][C:16]([N:19]3[CH2:20][CH2:21][N:22]([C:25]([O:27][C:28]([CH3:29])([CH3:31])[CH3:30])=[O:26])[CH2:23][CH2:24]3)=[CH:15][CH:14]=2)=[N:10][O:11][N:12]=1)=[O:6], predict the reactants needed to synthesize it. The reactants are: [Cl:1][C:2]([Cl:41])([Cl:40])[CH2:3][O:4][C:5]([N:7](C(OCC(Cl)(Cl)Cl)=O)[C:8]1[C:9]([C:13]2[CH:18]=[CH:17][C:16]([N:19]3[CH2:24][CH2:23][N:22]([C:25]([O:27][C:28]([CH3:31])([CH3:30])[CH3:29])=[O:26])[CH2:21][CH2:20]3)=[CH:15][CH:14]=2)=[N:10][O:11][N:12]=1)=[O:6].[OH-].[Na+].